Dataset: Reaction yield outcomes from USPTO patents with 853,638 reactions. Task: Predict the reaction yield, written as a fraction of the theoretical maximum amount of product (1.0 means a 100% yield; for example, 0.34 means a 34% yield). (1) The reactants are [C:1]1([C:7]2[N:12]=[C:11]([NH:13][C:14]3[N:19]=[CH:18][C:17]4[N:20]=[CH:21][N:22]([CH:23]([CH3:25])[CH3:24])[C:16]=4[CH:15]=3)[CH:10]=[CH:9][N:8]=2)[CH2:6][CH2:5][CH2:4][CH2:3][CH:2]=1. The catalyst is [Pd]. The product is [CH:1]1([C:7]2[N:12]=[C:11]([NH:13][C:14]3[N:19]=[CH:18][C:17]4[N:20]=[CH:21][N:22]([CH:23]([CH3:25])[CH3:24])[C:16]=4[CH:15]=3)[CH:10]=[CH:9][N:8]=2)[CH2:2][CH2:3][CH2:4][CH2:5][CH2:6]1. The yield is 0.530. (2) The reactants are [CH3:1][N:2]1[CH2:7][CH2:6][N:5]([CH2:8][C:9]2[S:17][C:16]3[C:15]([N:18]4[CH2:23][CH2:22][O:21][CH2:20][CH2:19]4)=[N:14][C:13]([C:24]4[CH:29]=[CH:28][CH:27]=[C:26]([O:30][SiH2]C(C)(C)C(C)(C)C)[CH:25]=4)=[N:12][C:11]=3[CH:10]=2)[CH2:4][CH2:3]1.[F-].C([N+](CCCC)(CCCC)CCCC)CCC. The catalyst is C1COCC1. The product is [CH3:1][N:2]1[CH2:7][CH2:6][N:5]([CH2:8][C:9]2[S:17][C:16]3[C:15]([N:18]4[CH2:19][CH2:20][O:21][CH2:22][CH2:23]4)=[N:14][C:13]([C:24]4[CH:25]=[C:26]([OH:30])[CH:27]=[CH:28][CH:29]=4)=[N:12][C:11]=3[CH:10]=2)[CH2:4][CH2:3]1. The yield is 0.850. (3) The reactants are [CH3:1][O:2][C:3]1[CH:4]=[CH:5][C:6]([CH3:14])=[C:7]([CH:13]=1)[C:8]([O:10][CH2:11][CH3:12])=[O:9].[Br:15]N1C(=O)CCC1=O.C(OOC(=O)C1C=CC=CC=1)(=O)C1C=CC=CC=1. The catalyst is C(Cl)(Cl)(Cl)Cl. The product is [Br:15][CH2:14][C:6]1[CH:5]=[CH:4][C:3]([O:2][CH3:1])=[CH:13][C:7]=1[C:8]([O:10][CH2:11][CH3:12])=[O:9]. The yield is 0.510. (4) The reactants are [N:1]1([CH2:7][CH2:8][CH2:9][O:10][C:11]2[CH:16]=[CH:15][C:14]([C:17]3[O:18][CH2:19][CH:20]([CH2:22]O)[N:21]=3)=[CH:13][CH:12]=2)[CH2:6][CH2:5][CH2:4][CH2:3][CH2:2]1.C(N(CC)CC)C.CS(Cl)(=O)=O.[NH:36]1[CH2:41][CH2:40][CH2:39][CH2:38][CH2:37]1. The catalyst is O1CCCC1.N1CCCCC1. The product is [N:36]1([CH2:22][CH:20]2[CH2:19][O:18][C:17]([C:14]3[CH:13]=[CH:12][C:11]([O:10][CH2:9][CH2:8][CH2:7][N:1]4[CH2:2][CH2:3][CH2:4][CH2:5][CH2:6]4)=[CH:16][CH:15]=3)=[N:21]2)[CH2:41][CH2:40][CH2:39][CH2:38][CH2:37]1. The yield is 0.280.